This data is from Experimentally validated miRNA-target interactions with 360,000+ pairs, plus equal number of negative samples. The task is: Binary Classification. Given a miRNA mature sequence and a target amino acid sequence, predict their likelihood of interaction. The miRNA is mmu-miR-466i-3p with sequence AUACACACACACAUACACACUA. The protein sequence of the target gene is MHLGAYRTRHGKVSPTTETKLFLRFIVLCVVWISVHAQGQGIDILQQLGLGGRDVRYTSSVTAVPSSSWSTPLPQGVHLTDFGVILTDNAYIESPLVNILPISLRQPLTVLIGLQSFKVNNAFLFSIRNNNRLQFGVQLLPKKLIVHVGGKQTVTFNYSAHDERWHSFAITVDHHVISMFVECGKRHFSGETTSDVQTFDPHSVFTLGSINNSSAHFEGTVCQLEIMPSTAASAEYCRHLKQQCLRADASQAQRNLPHTAGMPTRHPAHTPLPRGFPGTDSPQKRFTEQDSLPKGFDGTE.... Result: 1 (interaction).